Task: Predict the product of the given reaction.. Dataset: Forward reaction prediction with 1.9M reactions from USPTO patents (1976-2016) (1) The product is: [C:1]([OH:22])(=[O:21])[CH2:2][CH2:3][CH2:4][CH2:5][CH2:6][CH2:7][CH3:8]. Given the reactants [C:1]([OH:22])(=[O:21])[CH2:2][CH2:3][CH2:4]/[CH:5]=[CH:6]\[CH2:7]/[CH:8]=C\C/C=C\C/C=C\CCCCC, predict the reaction product. (2) Given the reactants [C:1]([NH:4][CH2:5][C:6]1[CH:14]=[CH:13][C:9]([C:10]([OH:12])=O)=[CH:8][CH:7]=1)(=[O:3])[CH3:2].[CH:15]1([C:18]2[CH:19]=[C:20]([CH3:30])[C:21]([N:24]3[CH2:29][CH2:28][NH:27][CH2:26][CH2:25]3)=[N:22][CH:23]=2)[CH2:17][CH2:16]1, predict the reaction product. The product is: [CH:15]1([C:18]2[CH:19]=[C:20]([CH3:30])[C:21]([N:24]3[CH2:25][CH2:26][N:27]([C:10]([C:9]4[CH:8]=[CH:7][C:6]([CH2:5][NH:4][C:1](=[O:3])[CH3:2])=[CH:14][CH:13]=4)=[O:12])[CH2:28][CH2:29]3)=[N:22][CH:23]=2)[CH2:17][CH2:16]1. (3) Given the reactants CN(C(ON1N=NC2C=CC=NC1=2)=[N+](C)C)C.F[P-](F)(F)(F)(F)F.[C:25]([OH:31])([C:27]([F:30])([F:29])[F:28])=[O:26].N1CCC[C@H]1C1NC2C=C(C3C=CC4C(=CC=C(C5C=CC6N=C([C@@H]7CCCN7)NC=6C=5)C=4)C=3)C=CC=2N=1.COCC[C@H]([NH:78][C:79]([O:81]C)=[O:80])C(O)=O.CCN(C(C)C)C(C)C, predict the reaction product. The product is: [C:25]([OH:31])([C:27]([F:30])([F:29])[F:28])=[O:26].[C:79](=[O:80])([O-:81])[NH2:78]. (4) Given the reactants [C@H:1]12[CH2:8][CH2:7][CH2:6][C@H:5]1[CH2:4][NH:3][C@@H:2]2[CH2:9][NH:10][C:11]([C:13]1[N:20]2[C:16]([S:17][CH:18]=[CH:19]2)=[N:15][C:14]=1[CH3:21])=[O:12].[CH3:22][O:23][C:24]1[CH:25]=[C:26]([C:30]2[S:34][C:33]([CH3:35])=[N:32][C:31]=2[C:36](O)=[O:37])[CH:27]=[CH:28][CH:29]=1, predict the reaction product. The product is: [CH3:22][O:23][C:24]1[CH:25]=[C:26]([C:30]2[S:34][C:33]([CH3:35])=[N:32][C:31]=2[C:36]([N:3]2[CH2:4][C@H:5]3[C@H:1]([CH2:8][CH2:7][CH2:6]3)[C@H:2]2[CH2:9][NH:10][C:11]([C:13]2[N:20]3[C:16]([S:17][CH:18]=[CH:19]3)=[N:15][C:14]=2[CH3:21])=[O:12])=[O:37])[CH:27]=[CH:28][CH:29]=1. (5) Given the reactants O=[CH:2][CH2:3][CH2:4][CH2:5][NH:6][C:7]([N:9]1[CH2:14][CH:13]=[C:12]([C:15]2[CH:20]=[CH:19][CH:18]=[CH:17][CH:16]=2)[CH2:11][CH2:10]1)=[O:8].[CH2:21]([NH:24][CH:25]1[CH2:33][CH2:32][C:28]2[N:29]=[CH:30][S:31][C:27]=2[CH2:26]1)[CH2:22][CH3:23], predict the reaction product. The product is: [CH2:21]([N:24]([CH:25]1[CH2:33][CH2:32][C:28]2[N:29]=[CH:30][S:31][C:27]=2[CH2:26]1)[CH2:2][CH2:3][CH2:4][CH2:5][NH:6][C:7]([N:9]1[CH2:14][CH:13]=[C:12]([C:15]2[CH:20]=[CH:19][CH:18]=[CH:17][CH:16]=2)[CH2:11][CH2:10]1)=[O:8])[CH2:22][CH3:23]. (6) Given the reactants [SH3+].[Br-].[CH2:3]([S+]1CCCC1)[C:4]1[CH:9]=[CH:8][CH:7]=[CH:6][CH:5]=1.[Br:15][C:16]1[CH:21]=[CH:20][C:19](/[CH:22]=[CH:23]/[C:24]([O:26][CH3:27])=[O:25])=[CH:18][CH:17]=1.[Li+].C[Si]([N-][Si](C)(C)C)(C)C, predict the reaction product. The product is: [Br:15][C:16]1[CH:17]=[CH:18][C:19]([C@@H:22]2[C@@H:3]([C:4]3[CH:5]=[CH:6][CH:7]=[CH:8][CH:9]=3)[C@H:23]2[C:24]([O:26][CH3:27])=[O:25])=[CH:20][CH:21]=1. (7) Given the reactants ClCCl.[C:4]([O:8][C:9](=[O:21])[NH:10][C:11]1[CH:16]=[CH:15][C:14]([C:17](=[NH:20])[NH:18][OH:19])=[CH:13][CH:12]=1)([CH3:7])([CH3:6])[CH3:5].C(N(C(C)C)CC)(C)C.[F:31][C:32]([F:43])([F:42])[C:33](O[C:33](=O)[C:32]([F:43])([F:42])[F:31])=O, predict the reaction product. The product is: [C:4]([O:8][C:9](=[O:21])[NH:10][C:11]1[CH:16]=[CH:15][C:14]([C:17]2[N:20]=[C:33]([C:32]([F:43])([F:42])[F:31])[O:19][N:18]=2)=[CH:13][CH:12]=1)([CH3:7])([CH3:5])[CH3:6]. (8) Given the reactants [H-].[Na+].[CH2:3]([NH:7][S:8]([C:11]1[CH:16]=[CH:15][CH:14]=[CH:13][CH:12]=1)(=[O:10])=[O:9])[CH2:4][CH2:5][CH3:6].Cl[C:18]1[N:22]([CH3:23])[C:21]2[CH:24]=[CH:25][CH:26]=[CH:27][C:20]=2[N:19]=1.O, predict the reaction product. The product is: [CH2:3]([N:7]([C:18]1[N:22]([CH3:23])[C:21]2[CH:24]=[CH:25][CH:26]=[CH:27][C:20]=2[N:19]=1)[S:8]([C:11]1[CH:16]=[CH:15][CH:14]=[CH:13][CH:12]=1)(=[O:10])=[O:9])[CH2:4][CH2:5][CH3:6].